This data is from Catalyst prediction with 721,799 reactions and 888 catalyst types from USPTO. The task is: Predict which catalyst facilitates the given reaction. (1) Reactant: C(OC([N:8]1[CH2:13][CH2:12][N:11]([C:14]2[C:15]([C:20]3[CH:25]=[CH:24][C:23]([F:26])=[CH:22][CH:21]=3)=[N:16][CH:17]=[CH:18][CH:19]=2)[CH2:10][CH2:9]1)=O)(C)(C)C.FC(F)(F)C(O)=O. Product: [F:26][C:23]1[CH:24]=[CH:25][C:20]([C:15]2[C:14]([N:11]3[CH2:10][CH2:9][NH:8][CH2:13][CH2:12]3)=[CH:19][CH:18]=[CH:17][N:16]=2)=[CH:21][CH:22]=1. The catalyst class is: 2. (2) Reactant: [CH3:1][Si](C=[N+]=[N-])(C)C.[C:8]([O:12][C:13]([NH:15][C@@H:16]1[CH2:22][CH2:21][C@@H:20]([C:23]2[CH:28]=[CH:27][CH:26]=[C:25]([F:29])[C:24]=2[F:30])[CH2:19][N:18]2[C:31]([C:34]([OH:36])=[O:35])=[CH:32][N:33]=[C:17]12)=[O:14])([CH3:11])([CH3:10])[CH3:9]. Product: [C:8]([O:12][C:13]([NH:15][C@@H:16]1[CH2:22][CH2:21][C@@H:20]([C:23]2[CH:28]=[CH:27][CH:26]=[C:25]([F:29])[C:24]=2[F:30])[CH2:19][N:18]2[C:31]([C:34]([O:36][CH3:1])=[O:35])=[CH:32][N:33]=[C:17]12)=[O:14])([CH3:11])([CH3:9])[CH3:10]. The catalyst class is: 98. (3) Reactant: [CH3:1][N:2]([CH3:5])[CH:3]=O.FC(F)(F)C(O)=O.C[C@:14]1(O)[C@@H:28]2[C:23](=[C:24]([OH:42])[C@:25]3([OH:41])[C:32](=[O:33])[C:31]([C:34]([NH2:36])=[O:35])=[C:30]([OH:37])[C@@H:29]([N:38]([CH3:40])[CH3:39])[C@@H:26]3[CH2:27]2)[C:21](=[O:22])[C:20]2[C:19]([OH:43])=[CH:18][CH:17]=C[C:15]1=2.C1C2CC(C(C(N)=O)=C(O)[C@@]2(O)C(=O)C2C1CC1C=CC=C(O)C=1C=2O)=O. Product: [CH3:1][N:2]([C:3]1[C:15]2[CH2:14][C@@H:28]3[C:23]([C:21](=[O:22])[C:20]=2[C:19]([OH:43])=[CH:18][CH:17]=1)=[C:24]([OH:42])[C@@:25]1([OH:41])[C@H:26]([C@H:29]([N:38]([CH3:39])[CH3:40])[C:30]([OH:37])=[C:31]([C:34]([NH2:36])=[O:35])[C:32]1=[O:33])[CH2:27]3)[CH3:5]. The catalyst class is: 739.